From a dataset of Reaction yield outcomes from USPTO patents with 853,638 reactions. Predict the reaction yield, written as a fraction of the theoretical maximum amount of product (1.0 means a 100% yield; for example, 0.34 means a 34% yield). (1) The reactants are [Br:1][C:2]1[CH:3]=[C:4]2[C:9](=[CH:10][CH:11]=1)[N:8]=[C:7](Cl)[CH:6]=[N:5]2.CC1(C)C(C)(C)OB([C:21]2[CH:22]=[CH:23][C:24]3[N:28]=[C:27]([C@@H:29]4[CH2:34][C@@H:33]5[C@@H:31]([CH2:32]5)[N:30]4[C:35]([O:37][C:38]([CH3:41])([CH3:40])[CH3:39])=[O:36])[NH:26][C:25]=3[CH:42]=2)O1.C(=O)(O)[O-].[Na+]. The catalyst is O1CCOCC1.O.CO.C1C=CC([P]([Pd]([P](C2C=CC=CC=2)(C2C=CC=CC=2)C2C=CC=CC=2)([P](C2C=CC=CC=2)(C2C=CC=CC=2)C2C=CC=CC=2)[P](C2C=CC=CC=2)(C2C=CC=CC=2)C2C=CC=CC=2)(C2C=CC=CC=2)C2C=CC=CC=2)=CC=1. The product is [Br:1][C:2]1[CH:3]=[C:4]2[C:9](=[CH:10][CH:11]=1)[N:8]=[C:7]([C:22]1[CH:21]=[CH:42][C:25]3[N:26]=[C:27]([C@@H:29]4[CH2:34][C@@H:33]5[C@@H:31]([CH2:32]5)[N:30]4[C:35]([O:37][C:38]([CH3:40])([CH3:39])[CH3:41])=[O:36])[NH:28][C:24]=3[CH:23]=1)[CH:6]=[N:5]2. The yield is 0.820. (2) The reactants are P(Cl)(Cl)(Cl)(Cl)[Cl:2].[CH3:7][C:8]([CH3:16])([C:13](=O)[CH3:14])[C:9]([O:11][CH3:12])=[O:10]. The catalyst is C(Cl)Cl.CN(C=O)C. The product is [Cl:2][C:13](=[CH2:14])[C:8]([CH3:16])([CH3:7])[C:9]([O:11][CH3:12])=[O:10]. The yield is 0.230. (3) The reactants are C([O:8][C:9]1[CH:18]=[C:17]2[C:12]([C:13]([NH:19][C:20]3[C:25]([F:26])=[CH:24][C:23]([Br:27])=[CH:22][C:21]=3[F:28])=[N:14][CH:15]=[N:16]2)=[CH:11][C:10]=1[O:29][CH3:30])C1C=CC=CC=1. The catalyst is C(O)(C(F)(F)F)=O. The product is [Br:27][C:23]1[CH:22]=[C:21]([F:28])[C:20]([NH:19][C:13]2[C:12]3[C:17](=[CH:18][C:9]([OH:8])=[C:10]([O:29][CH3:30])[CH:11]=3)[N:16]=[CH:15][N:14]=2)=[C:25]([F:26])[CH:24]=1. The yield is 0.980.